Dataset: Forward reaction prediction with 1.9M reactions from USPTO patents (1976-2016). Task: Predict the product of the given reaction. (1) Given the reactants C1C=CC(C(Cl)(C2C(Cl)=CC=CC=2)C2C=CC=CC=2)=CC=1.[N:22]1[NH:23][N:24]=[N:25][C:26]=1[C:27]1[CH:28]=[C:29]2[C:33](=[CH:34][CH:35]=1)[NH:32][CH:31]=[CH:30]2.CC(N(CC)C(C)C)C.C[Si]([N-][Si](C)(C)C)(C)C.[Li+].O1CCCC1.[F:60][C:61]([F:71])([F:70])[C:62]1[CH:63]=[C:64]([CH:67]=[CH:68][CH:69]=1)[CH2:65]Br, predict the reaction product. The product is: [N:25]1[NH:24][N:23]=[N:22][C:26]=1[C:27]1[CH:28]=[C:29]2[C:33](=[CH:34][CH:35]=1)[N:32]([CH2:65][C:64]1[CH:67]=[CH:68][CH:69]=[C:62]([C:61]([F:60])([F:70])[F:71])[CH:63]=1)[CH:31]=[CH:30]2. (2) Given the reactants [Cl:1][C:2]1[CH:3]=[C:4]([CH:8]=[CH:9][C:10]=1[C:11](=[O:26])[NH:12][C:13]1[CH:18]=[CH:17][C:16]([Cl:19])=[C:15]([C:20]2[CH:25]=[CH:24][CH:23]=[CH:22][N:21]=2)[CH:14]=1)[C:5]([OH:7])=O.[NH:27]1[CH2:32][CH2:31][CH:30]([CH2:33][NH2:34])[CH2:29][CH2:28]1, predict the reaction product. The product is: [Cl:1][C:2]1[CH:3]=[C:4]([C:5]([NH:34][CH2:33][CH:30]2[CH2:31][CH2:32][NH:27][CH2:28][CH2:29]2)=[O:7])[CH:8]=[CH:9][C:10]=1[C:11]([NH:12][C:13]1[CH:18]=[CH:17][C:16]([Cl:19])=[C:15]([C:20]2[CH:25]=[CH:24][CH:23]=[CH:22][N:21]=2)[CH:14]=1)=[O:26]. (3) Given the reactants [C:1](Cl)([CH3:3])=[O:2].[C:5]([SiH2:9][O:10][C:11]([CH3:22])([CH3:21])[C:12]1[CH:13]=[C:14]([CH:17]=[CH:18][C:19]=1[Cl:20])[CH2:15][NH2:16])([CH3:8])([CH3:7])[CH3:6].CCN(C(C)C)C(C)C, predict the reaction product. The product is: [C:5]([SiH2:9][O:10][C:11]([CH3:22])([CH3:21])[C:12]1[CH:13]=[C:14]([CH:17]=[CH:18][C:19]=1[Cl:20])[CH2:15][NH:16][C:1](=[O:2])[CH3:3])([CH3:8])([CH3:6])[CH3:7]. (4) Given the reactants [C:1]([C:5]1[CH:10]=[CH:9][C:8]([C:11]2[CH:12]=[CH:13][CH:14]=[C:15]3[C:19]=2[CH2:18][C:17]([CH3:20])=[CH:16]3)=[CH:7][CH:6]=1)([CH3:4])([CH3:3])[CH3:2].[Li]CCCC.C([Cu])#N.[C:29]([C:33]1[CH:41]=[C:40]2[C:36]([CH:37]=[C:38]([CH3:46])[CH:39]2[Si:42](Cl)([CH3:44])[CH3:43])=[C:35]([C:47]2[CH:52]=[C:51]([C:53]([CH3:56])([CH3:55])[CH3:54])[CH:50]=[C:49]([C:57]([CH3:60])([CH3:59])[CH3:58])[CH:48]=2)[C:34]=1[O:61][CH3:62])([CH3:32])([CH3:31])[CH3:30], predict the reaction product. The product is: [C:29]([C:33]1[CH:41]=[C:40]2[C:36]([CH:37]=[C:38]([CH3:46])[CH:39]2[Si:42]([CH:16]2[C:15]3[C:19](=[C:11]([C:8]4[CH:9]=[CH:10][C:5]([C:1]([CH3:4])([CH3:2])[CH3:3])=[CH:6][CH:7]=4)[CH:12]=[CH:13][CH:14]=3)[CH:18]=[C:17]2[CH3:20])([CH3:44])[CH3:43])=[C:35]([C:47]2[CH:48]=[C:49]([C:57]([CH3:60])([CH3:59])[CH3:58])[CH:50]=[C:51]([C:53]([CH3:56])([CH3:55])[CH3:54])[CH:52]=2)[C:34]=1[O:61][CH3:62])([CH3:31])([CH3:30])[CH3:32]. (5) The product is: [Cl:32][C:33]1[CH:34]=[CH:35][C:36]([O:42][CH2:43][CH2:44][O:45][CH2:46][CH2:47][O:48][CH3:49])=[C:37]([CH:41]=1)[C:38]([NH:1][CH:2]1[C:8](=[O:9])[NH:7][C:6]2[CH:19]=[CH:20][CH:21]=[CH:22][C:5]=2[C:4]([C:23]2[C:24]([Cl:31])=[CH:25][C:26]([Cl:30])=[CH:27][C:28]=2[Cl:29])=[N:3]1)=[O:39]. Given the reactants [NH2:1][CH:2]1[C:8](=[O:9])[N:7](CC2C=CC(OC)=CC=2)[C:6]2[CH:19]=[CH:20][CH:21]=[CH:22][C:5]=2[C:4]([C:23]2[C:28]([Cl:29])=[CH:27][C:26]([Cl:30])=[CH:25][C:24]=2[Cl:31])=[N:3]1.[Cl:32][C:33]1[CH:34]=[CH:35][C:36]([O:42][CH2:43][CH2:44][O:45][CH2:46][CH2:47][O:48][CH3:49])=[C:37]([CH:41]=1)[C:38](O)=[O:39], predict the reaction product.